Dataset: Peptide-MHC class I binding affinity with 185,985 pairs from IEDB/IMGT. Task: Regression. Given a peptide amino acid sequence and an MHC pseudo amino acid sequence, predict their binding affinity value. This is MHC class I binding data. (1) The peptide sequence is SDYAELDTI. The MHC is Patr-B2401 with pseudo-sequence Patr-B2401. The binding affinity (normalized) is 0.740. (2) The peptide sequence is YLRKHIRAL. The MHC is HLA-B15:42 with pseudo-sequence HLA-B15:42. The binding affinity (normalized) is 0.213. (3) The peptide sequence is TLRFKTKAL. The MHC is HLA-B14:02 with pseudo-sequence HLA-B14:02. The binding affinity (normalized) is 0.518. (4) The peptide sequence is LMQSLYDWI. The MHC is HLA-A24:03 with pseudo-sequence HLA-A24:03. The binding affinity (normalized) is 0.648. (5) The peptide sequence is MEDFVRQCF. The MHC is Mamu-A11 with pseudo-sequence Mamu-A11. The binding affinity (normalized) is 0.520. (6) The peptide sequence is KMRDTLPAK. The MHC is HLA-A30:01 with pseudo-sequence HLA-A30:01. The binding affinity (normalized) is 0.957.